This data is from Peptide-MHC class I binding affinity with 185,985 pairs from IEDB/IMGT. The task is: Regression. Given a peptide amino acid sequence and an MHC pseudo amino acid sequence, predict their binding affinity value. This is MHC class I binding data. The peptide sequence is MVDESMMMS. The MHC is HLA-B27:05 with pseudo-sequence HLA-B27:05. The binding affinity (normalized) is 0.0847.